From a dataset of Forward reaction prediction with 1.9M reactions from USPTO patents (1976-2016). Predict the product of the given reaction. (1) Given the reactants [Br:1][C:2]1[CH:7]=[CH:6][C:5]([C:8]2[N:9]=[C:10]([NH:13][C@H:14]([CH2:17][CH3:18])[CH2:15][OH:16])[S:11][CH:12]=2)=[CH:4][CH:3]=1.C(N(CC)CC)C.Cl[C:27](Cl)([O:29]C(=O)OC(Cl)(Cl)Cl)Cl, predict the reaction product. The product is: [Br:1][C:2]1[CH:3]=[CH:4][C:5]([C:8]2[N:9]=[C:10]([N:13]3[C@H:14]([CH2:17][CH3:18])[CH2:15][O:16][C:27]3=[O:29])[S:11][CH:12]=2)=[CH:6][CH:7]=1. (2) Given the reactants [Br:1][C:2]1[CH:9]=[C:8]([F:10])[CH:7]=[CH:6][C:3]=1[CH:4]=O.[CH3:11][C:12]([CH3:14])=[O:13].[OH-].[Na+].Cl, predict the reaction product. The product is: [Br:1][C:2]1[CH:9]=[C:8]([F:10])[CH:7]=[CH:6][C:3]=1/[CH:4]=[CH:11]/[C:12](=[O:13])[CH3:14]. (3) The product is: [CH3:1][O:2][C:3]1[CH:8]=[CH:7][C:6]([C:9]2[CH:14]=[CH:13][C:12]([S:15]([Cl:24])(=[O:18])=[O:16])=[CH:11][CH:10]=2)=[CH:5][CH:4]=1. Given the reactants [CH3:1][O:2][C:3]1[CH:8]=[CH:7][C:6]([C:9]2[CH:14]=[CH:13][C:12]([S:15]([OH:18])(=O)=[O:16])=[CH:11][CH:10]=2)=[CH:5][CH:4]=1.CN(C=O)C.[ClH:24].C(OCC)C, predict the reaction product. (4) Given the reactants C([S:4][CH:5]1[CH2:10][CH2:9][N:8]([C:11]([O:13][C:14]([CH3:17])([CH3:16])[CH3:15])=[O:12])[CH2:7][CH2:6]1)(=O)C.C[O-].[Na+].CO, predict the reaction product. The product is: [C:14]([O:13][C:11]([N:8]1[CH2:9][CH2:10][CH:5]([SH:4])[CH2:6][CH2:7]1)=[O:12])([CH3:17])([CH3:15])[CH3:16]. (5) The product is: [CH3:30][C:26]1[N:25]=[C:24]([C:11]2[NH:10][C:9]([CH2:8][C:7]3[CH:6]=[CH:5][C:4]([NH2:1])=[CH:32][CH:31]=3)=[N:13][C:12]=2[C:14]2[CH:15]=[C:16]3[C:21](=[CH:22][CH:23]=2)[N:20]=[CH:19][CH:18]=[CH:17]3)[CH:29]=[CH:28][CH:27]=1. Given the reactants [N+:1]([C:4]1[CH:32]=[CH:31][C:7]([CH2:8][C:9]2[NH:10][C:11]([C:24]3[CH:29]=[CH:28][CH:27]=[C:26]([CH3:30])[N:25]=3)=[C:12]([C:14]3[CH:15]=[C:16]4[C:21](=[CH:22][CH:23]=3)[N:20]=[CH:19][CH:18]=[CH:17]4)[N:13]=2)=[CH:6][CH:5]=1)([O-])=O.Cl[Sn]Cl, predict the reaction product. (6) Given the reactants [OH:1][C:2]1[C:3]([NH:12][C:13](=[O:15])[CH3:14])=[CH:4][C:5]2[C:10]([CH:11]=1)=[CH:9][CH:8]=[CH:7][CH:6]=2.I[CH2:17][CH2:18][CH3:19].C(=O)([O-])[O-].[K+].[K+], predict the reaction product. The product is: [CH2:17]([O:1][C:2]1[C:3]([NH:12][C:13](=[O:15])[CH3:14])=[CH:4][C:5]2[C:10]([CH:11]=1)=[CH:9][CH:8]=[CH:7][CH:6]=2)[CH2:18][CH3:19].